From a dataset of Catalyst prediction with 721,799 reactions and 888 catalyst types from USPTO. Predict which catalyst facilitates the given reaction. (1) Reactant: [Br:1][C:2]1[N:6]([CH2:7][C:8]2[CH:16]=[CH:15][C:11]([C:12]([OH:14])=O)=[CH:10][CH:9]=2)[N:5]=[CH:4][CH:3]=1.[NH:17]1[CH2:21][CH2:20][CH2:19][CH2:18]1.C(Cl)CCl.C1C=CC2N(O)N=NC=2C=1. Product: [Br:1][C:2]1[N:6]([CH2:7][C:8]2[CH:9]=[CH:10][C:11]([C:12]([N:17]3[CH2:21][CH2:20][CH2:19][CH2:18]3)=[O:14])=[CH:15][CH:16]=2)[N:5]=[CH:4][CH:3]=1. The catalyst class is: 2. (2) Reactant: C(=O)([O-])[O-].[K+].[K+].[Cl:7][C:8]1[CH:13]=[C:12]([C:14]([F:17])([F:16])[F:15])[CH:11]=[CH:10][C:9]=1[OH:18].Br[CH2:20][C:21]([O:23][CH2:24][CH3:25])=[O:22]. Product: [Cl:7][C:8]1[CH:13]=[C:12]([C:14]([F:16])([F:17])[F:15])[CH:11]=[CH:10][C:9]=1[O:18][CH2:20][C:21]([O:23][CH2:24][CH3:25])=[O:22]. The catalyst class is: 3.